Dataset: Retrosynthesis with 50K atom-mapped reactions and 10 reaction types from USPTO. Task: Predict the reactants needed to synthesize the given product. (1) Given the product CCc1nn(C)c(C(=O)OCCCCC(C)=C(F)F)c1Cl, predict the reactants needed to synthesize it. The reactants are: CC(CCCCOS(C)(=O)=O)=C(F)F.CCc1nn(C)c(C(=O)O)c1Cl. (2) Given the product O=C(Nc1cc2[nH]c(-c3cccc(CO)c3)c3cn[nH]c(=O)c(c1)c23)[C@@H]1C[C@H]1c1ccccc1, predict the reactants needed to synthesize it. The reactants are: CC(=O)OCc1cccc(-c2[nH]c3cc(NC(=O)[C@@H]4C[C@H]4c4ccccc4)cc4c(=O)[nH]ncc2c34)c1.